This data is from Forward reaction prediction with 1.9M reactions from USPTO patents (1976-2016). The task is: Predict the product of the given reaction. (1) Given the reactants [CH3:1][C:2]1[C:6]2[C:7](=[O:19])[N:8]([CH2:11][CH2:12][N:13]3[CH2:18][CH2:17][CH2:16][CH2:15][CH2:14]3)[CH2:9][CH2:10][C:5]=2[NH:4][C:3]=1[CH:20]=O.[NH:22]1[CH2:27][CH2:26][CH:25]([C:28]2[CH:36]=[CH:35][CH:34]=[C:33]3[C:29]=2[CH2:30][C:31](=[O:37])[NH:32]3)[CH2:24][CH2:23]1, predict the reaction product. The product is: [CH3:1][C:2]1[C:6]2[C:7](=[O:19])[N:8]([CH2:11][CH2:12][N:13]3[CH2:14][CH2:15][CH2:16][CH2:17][CH2:18]3)[CH2:9][CH2:10][C:5]=2[NH:4][C:3]=1[CH:20]=[C:30]1[C:29]2[C:33](=[CH:34][CH:35]=[CH:36][C:28]=2[CH:25]2[CH2:24][CH2:23][NH:22][CH2:27][CH2:26]2)[NH:32][C:31]1=[O:37]. (2) The product is: [Cl:1][C:2]1[CH:7]=[CH:6][C:5]([CH:8]([C:28]2[CH:29]=[CH:30][C:31]([Cl:34])=[CH:32][CH:33]=2)[C:9]2[CH:10]=[C:11]3[C:16](=[CH:17][CH:18]=2)[N:15]=[C:14]([O:19][CH3:20])[N:13]=[C:12]3[NH:21][CH:22]2[CH2:23][CH2:24][N:25]([S:43]([C:46]3[CH:47]=[CH:48][C:49]([C:50]([OH:52])=[O:51])=[CH:53][CH:54]=3)(=[O:45])=[O:44])[CH2:26][CH2:27]2)=[CH:4][CH:3]=1. Given the reactants [Cl:1][C:2]1[CH:7]=[CH:6][C:5]([CH:8]([C:28]2[CH:33]=[CH:32][C:31]([Cl:34])=[CH:30][CH:29]=2)[C:9]2[CH:10]=[C:11]3[C:16](=[CH:17][CH:18]=2)[N:15]=[C:14]([O:19][CH3:20])[N:13]=[C:12]3[NH:21][CH:22]2[CH2:27][CH2:26][NH:25][CH2:24][CH2:23]2)=[CH:4][CH:3]=1.C(N(CC)CC)C.Cl[S:43]([C:46]1[CH:54]=[CH:53][C:49]([C:50]([OH:52])=[O:51])=[CH:48][CH:47]=1)(=[O:45])=[O:44], predict the reaction product. (3) Given the reactants [CH3:1][CH:2](C)[CH2:3][CH2:4][C:5]1[NH:6][C:7]2[C:12]([CH:13]=1)=[CH:11][CH:10]=[CH:9][CH:8]=2.C=CCCC1NC2C(C=1)=CC=CC=2, predict the reaction product. The product is: [CH2:4]([C:5]1[NH:6][C:7]2[C:12]([CH:13]=1)=[CH:11][CH:10]=[CH:9][CH:8]=2)[CH2:3][CH2:2][CH3:1]. (4) Given the reactants [Cl:1][C:2]1[CH:7]=[C:6]([N+:8]([O-:10])=[O:9])[CH:5]=[CH:4][C:3]=1[N:11]1[CH2:16][CH2:15][N:14]([C:17]([C:19]2[C:23]([CH3:24])=[CH:22][NH:21][C:20]=2[C:25]2[CH:30]=[CH:29][CH:28]=[CH:27][C:26]=2[Cl:31])=[O:18])[CH2:13][CH2:12]1.[C:32](=O)(OC)OC, predict the reaction product. The product is: [Cl:1][C:2]1[CH:7]=[C:6]([N+:8]([O-:10])=[O:9])[CH:5]=[CH:4][C:3]=1[N:11]1[CH2:16][CH2:15][N:14]([C:17]([C:19]2[C:23]([CH3:24])=[CH:22][N:21]([CH3:32])[C:20]=2[C:25]2[CH:30]=[CH:29][CH:28]=[CH:27][C:26]=2[Cl:31])=[O:18])[CH2:13][CH2:12]1.